From a dataset of Forward reaction prediction with 1.9M reactions from USPTO patents (1976-2016). Predict the product of the given reaction. The product is: [OH:4][C:5]([CH3:17])([CH3:16])[CH2:6][C:7]1[CH:8]=[C:9]([CH:13]=[CH:14][CH:15]=1)[C:10]([OH:12])=[O:11]. Given the reactants C[Mg+].[Br-].[O:4]=[C:5]([CH3:16])[CH2:6][C:7]1[CH:8]=[C:9]([CH:13]=[CH:14][CH:15]=1)[C:10]([OH:12])=[O:11].[CH2:17](Cl)Cl.CO, predict the reaction product.